The task is: Predict which catalyst facilitates the given reaction.. This data is from Catalyst prediction with 721,799 reactions and 888 catalyst types from USPTO. Reactant: [OH:1][CH2:2][CH2:3][C:4]1[CH:9]=[CH:8][C:7]([OH:10])=[CH:6][CH:5]=1.[C:11]([Si:15]([CH3:32])([CH3:31])[O:16][CH:17]1[CH2:22][CH2:21][N:20]([C:23](N2C=C[N+](C)=C2)=[O:24])[CH2:19][CH2:18]1)([CH3:14])([CH3:13])[CH3:12].[I-]. Product: [OH:1][CH2:2][CH2:3][C:4]1[CH:9]=[CH:8][C:7]([O:10][C:23]([N:20]2[CH2:21][CH2:22][CH:17]([O:16][Si:15]([C:11]([CH3:14])([CH3:13])[CH3:12])([CH3:31])[CH3:32])[CH2:18][CH2:19]2)=[O:24])=[CH:6][CH:5]=1. The catalyst class is: 2.